The task is: Predict the product of the given reaction.. This data is from Forward reaction prediction with 1.9M reactions from USPTO patents (1976-2016). (1) The product is: [F:26][C:2]([F:1])([F:25])[C:3]1[CH:8]=[CH:7][N:6]=[C:5]([C:9]2[CH:10]=[N:11][N:12]3[CH2:17][CH2:16][NH:15][CH2:14][C:13]=23)[CH:4]=1. Given the reactants [F:1][C:2]([F:26])([F:25])[C:3]1[CH:8]=[CH:7][N:6]=[C:5]([C:9]2[CH:10]=[N:11][N:12]3[CH2:17][CH2:16][N:15](C(OC(C)(C)C)=O)[CH2:14][C:13]=23)[CH:4]=1, predict the reaction product. (2) Given the reactants FC(F)(F)[C:3](O)=[O:4].[NH2:8][CH:9]1[C:17]2[C:12](=[CH:13][CH:14]=[CH:15][CH:16]=2)[CH2:11][CH:10]1[NH:18][C:19]([C:21]1[NH:22][C:23]2[C:28]([CH:29]=1)=[CH:27][C:26]([Cl:30])=[CH:25][CH:24]=2)=[O:20].CCN(CC)CC.Cl[CH2:39][C:40](Cl)=[O:41], predict the reaction product. The product is: [Cl:30][C:26]1[CH:27]=[C:28]2[C:23](=[CH:24][CH:25]=1)[NH:22][C:21]([C:19]([NH:18][C@@H:10]1[CH2:11][C:12]3[C:17](=[CH:16][CH:15]=[CH:14][CH:13]=3)[C@H:9]1[NH:8][CH2:39][C@@H:40]([OH:41])[CH2:3][OH:4])=[O:20])=[CH:29]2. (3) The product is: [NH2:1][C:2]1[C:24]([Cl:25])=[CH:23][C:5]([C:6]([NH:8][CH2:9][CH:10]2[O:15][CH2:14][CH2:13][N:12]([CH2:16][CH:17]3[CH2:18][CH2:19][N:20]([C:34](=[O:35])[NH2:33])[CH2:21][CH2:22]3)[CH2:11]2)=[O:7])=[C:4]([O:26][CH2:27][CH3:28])[CH:3]=1. Given the reactants [NH2:1][C:2]1[C:24]([Cl:25])=[CH:23][C:5]([C:6]([NH:8][CH2:9][CH:10]2[O:15][CH2:14][CH2:13][N:12]([CH2:16][CH:17]3[CH2:22][CH2:21][NH:20][CH2:19][CH2:18]3)[CH2:11]2)=[O:7])=[C:4]([O:26][CH2:27][CH3:28])[CH:3]=1.C[Si]([N:33]=[C:34]=[O:35])(C)C, predict the reaction product. (4) Given the reactants [N:1]1[C:10]2[C:5](=[CH:6][C:7]([OH:11])=[CH:8][CH:9]=2)[CH:4]=[CH:3][CH:2]=1.[CH2:12]([N:18]=[C:19]=[O:20])[CH2:13][CH2:14][CH2:15][CH2:16][CH3:17].C(N(CC)CC)C, predict the reaction product. The product is: [N:1]1[C:10]2[C:5](=[CH:6][C:7]([O:11][C:19](=[O:20])[NH:18][CH2:12][CH2:13][CH2:14][CH2:15][CH2:16][CH3:17])=[CH:8][CH:9]=2)[CH:4]=[CH:3][CH:2]=1. (5) Given the reactants Br[CH2:2][C:3]([C:5]1[CH:10]=[CH:9][C:8]([CH3:11])=[CH:7][CH:6]=1)=O.[CH3:12][C:13]1[CH:14]=[CH:15][C:16]([NH2:19])=[N:17][CH:18]=1.C(=O)([O-])O.[Na+].O, predict the reaction product. The product is: [CH3:12][C:13]1[CH:14]=[CH:15][C:16]2[N:17]([CH:2]=[C:3]([C:5]3[CH:10]=[CH:9][C:8]([CH3:11])=[CH:7][CH:6]=3)[N:19]=2)[CH:18]=1.